Predict the reactants needed to synthesize the given product. From a dataset of Full USPTO retrosynthesis dataset with 1.9M reactions from patents (1976-2016). (1) Given the product [Cl:1][C:2]1[N:3]=[C:4]([NH:30][C:24]2[CH:25]=[CH:26][CH:27]=[C:28]([NH2:29])[N:23]=2)[C:5]2[CH2:10][CH2:9][CH2:8][C:6]=2[N:7]=1, predict the reactants needed to synthesize it. The reactants are: [Cl:1][C:2]1[N:3]=[C:4](Cl)[C:5]2[CH2:10][CH2:9][C:8](C)(C)[C:6]=2[N:7]=1.C(N(CC)C(C)C)(C)C.[N:23]1[C:28]([NH2:29])=[CH:27][CH:26]=[CH:25][C:24]=1[NH2:30]. (2) Given the product [CH3:1][O:2][C:3]1[CH:8]=[CH:7][C:6]([CH:9]=[CH:10][CH:11]=[O:17])=[CH:5][CH:4]=1, predict the reactants needed to synthesize it. The reactants are: [CH3:1][O:2][C:3]1[CH:8]=[CH:7][C:6]([CH2:9][CH2:10][CH3:11])=[CH:5][CH:4]=1.C(C1C(=O)C(Cl)=C(Cl)C(=[O:17])C=1C#N)#N.O1CCOCC1. (3) Given the product [CH3:19][O:20][C:2]1[CH:3]=[C:4]([NH2:12])[CH:5]=[N:6][C:7]=1[C:8]([F:11])([F:10])[F:9], predict the reactants needed to synthesize it. The reactants are: C[C:2]1[CH:3]=[C:4]([NH2:12])[CH:5]=[N:6][C:7]=1[C:8]([F:11])([F:10])[F:9].ClC1[C:19]([O:20]C)=CC([N+]([O-])=O)=CN=1. (4) Given the product [Br:1][CH:4]([CH3:3])[C:5]([C:7]1[CH:12]=[C:11]([C:13]([F:14])([F:15])[F:16])[CH:10]=[CH:9][C:8]=1[F:17])=[O:6], predict the reactants needed to synthesize it. The reactants are: [Br:1]Br.[CH3:3][CH2:4][C:5]([C:7]1[CH:12]=[C:11]([C:13]([F:16])([F:15])[F:14])[CH:10]=[CH:9][C:8]=1[F:17])=[O:6]. (5) Given the product [F:4][C:3]([F:6])([F:5])[C:2]([C:7]([F:10])([F:9])[F:8])=[O:1].[O:18]([C:19]1[CH:25]=[CH:24][C:22]([NH2:23])=[CH:21][CH:20]=1)[C:17]1[CH:11]=[CH:12][C:13]([NH2:14])=[CH:15][CH:16]=1, predict the reactants needed to synthesize it. The reactants are: [OH:1][C:2]([C:11]1[CH:12]=[C:13]([CH:15]=[CH:16][C:17]=1[O:18][C:19]1[CH:25]=[CH:24][C:22]([NH2:23])=[CH:21][CH:20]=1)[NH2:14])([C:7]([F:10])([F:9])[F:8])[C:3]([F:6])([F:5])[F:4].OC(C1C=C(C=CC=1OC1C=CC(N)=CC=1C(C(F)(F)F)(O)C(F)(F)F)N)(C(F)(F)F)C(F)(F)F.